Dataset: NCI-60 drug combinations with 297,098 pairs across 59 cell lines. Task: Regression. Given two drug SMILES strings and cell line genomic features, predict the synergy score measuring deviation from expected non-interaction effect. (1) Drug 1: CC12CCC3C(C1CCC2O)C(CC4=C3C=CC(=C4)O)CCCCCCCCCS(=O)CCCC(C(F)(F)F)(F)F. Drug 2: C1CNP(=O)(OC1)N(CCCl)CCCl. Cell line: BT-549. Synergy scores: CSS=-4.43, Synergy_ZIP=2.76, Synergy_Bliss=-2.79, Synergy_Loewe=-5.66, Synergy_HSA=-6.66. (2) Drug 1: C1C(C(OC1N2C=NC3=C(N=C(N=C32)Cl)N)CO)O. Drug 2: CC1C(C(CC(O1)OC2CC(OC(C2O)C)OC3=CC4=CC5=C(C(=O)C(C(C5)C(C(=O)C(C(C)O)O)OC)OC6CC(C(C(O6)C)O)OC7CC(C(C(O7)C)O)OC8CC(C(C(O8)C)O)(C)O)C(=C4C(=C3C)O)O)O)O. Cell line: RPMI-8226. Synergy scores: CSS=66.5, Synergy_ZIP=-1.52, Synergy_Bliss=-4.27, Synergy_Loewe=-7.07, Synergy_HSA=-4.55. (3) Drug 1: CC=C1C(=O)NC(C(=O)OC2CC(=O)NC(C(=O)NC(CSSCCC=C2)C(=O)N1)C(C)C)C(C)C. Drug 2: CC(C)CN1C=NC2=C1C3=CC=CC=C3N=C2N. Cell line: NCIH23. Synergy scores: CSS=46.4, Synergy_ZIP=0.858, Synergy_Bliss=-1.84, Synergy_Loewe=-34.3, Synergy_HSA=-3.85. (4) Drug 1: COC1=NC(=NC2=C1N=CN2C3C(C(C(O3)CO)O)O)N. Drug 2: C#CCC(CC1=CN=C2C(=N1)C(=NC(=N2)N)N)C3=CC=C(C=C3)C(=O)NC(CCC(=O)O)C(=O)O. Cell line: NCI-H460. Synergy scores: CSS=79.8, Synergy_ZIP=-0.590, Synergy_Bliss=-2.73, Synergy_Loewe=0.619, Synergy_HSA=1.87.